Dataset: Forward reaction prediction with 1.9M reactions from USPTO patents (1976-2016). Task: Predict the product of the given reaction. (1) Given the reactants Cl[CH2:2][CH2:3][N:4]([CH2:20][CH2:21][OH:22])[C:5]1[C:6]([N+:17]([O-:19])=[O:18])=[CH:7][C:8]([N+:14]([O-:16])=[O:15])=[C:9]([CH:13]=1)[C:10]([NH2:12])=[O:11].[Li+].[Br-:24].O, predict the reaction product. The product is: [Br:24][CH2:2][CH2:3][N:4]([CH2:20][CH2:21][OH:22])[C:5]1[C:6]([N+:17]([O-:19])=[O:18])=[CH:7][C:8]([N+:14]([O-:16])=[O:15])=[C:9]([CH:13]=1)[C:10]([NH2:12])=[O:11]. (2) Given the reactants [S:1]1[CH2:6][CH2:5][CH:4]([OH:7])[CH2:3][CH2:2]1.C(N(CC)CC)C.ClCCl.[C:18]1([CH3:28])[CH:23]=[CH:22][C:21]([S:24](Cl)(=[O:26])=[O:25])=[CH:20][CH:19]=1, predict the reaction product. The product is: [S:1]1[CH2:6][CH2:5][CH:4]([O:7][S:24]([C:21]2[CH:22]=[CH:23][C:18]([CH3:28])=[CH:19][CH:20]=2)(=[O:26])=[O:25])[CH2:3][CH2:2]1. (3) Given the reactants [C:1]([C:4]12[CH2:11][CH2:10][C:7]([NH:12][CH2:13][C:14]([N:16]3[CH2:20][C@@H:19]([F:21])[CH2:18][C@H:17]3[C:22]#[N:23])=[O:15])([CH2:8][CH2:9]1)[CH2:6][CH2:5]2)(O)=[O:2].[CH3:24][C:25]([CH3:30])([CH3:29])[C@@H:26]([NH2:28])[CH3:27], predict the reaction product. The product is: [F:21][C@@H:19]1[CH2:20][N:16]([C:14](=[O:15])[CH2:13][NH:12][C:7]23[CH2:8][CH2:9][C:4]([C:1]([NH:28][C@H:26]([C:25]([CH3:30])([CH3:29])[CH3:24])[CH3:27])=[O:2])([CH2:5][CH2:6]2)[CH2:11][CH2:10]3)[C@H:17]([C:22]#[N:23])[CH2:18]1. (4) Given the reactants CC(C[AlH]CC(C)C)C.[Br:10][C:11]1[CH:16]=[C:15]([CH3:17])[C:14]([CH2:18][C:19]([O:21]C)=O)=[C:13]([CH3:23])[CH:12]=1.[Si]([O:31][C:32]([O:34][CH3:35])=[CH2:33])(C(C)(C)C)(C)C.B(F)(F)F.CCOCC, predict the reaction product. The product is: [Br:10][C:11]1[CH:12]=[C:13]([CH3:23])[C:14]([CH2:18][CH:19]([OH:21])[CH2:33][C:32]([O:34][CH3:35])=[O:31])=[C:15]([CH3:17])[CH:16]=1. (5) Given the reactants [BH4-].[Li+].C([O:5][C:6]([C:8]1[N:9]=[C:10]([C:15]2[C:23]3[C:18](=[C:19]([O:24][CH3:25])[CH:20]=[CH:21][CH:22]=3)[N:17]([CH2:26][CH:27]3[CH2:32][CH2:31][CH2:30][CH2:29][CH2:28]3)[CH:16]=2)[S:11][C:12]=1[CH2:13][CH3:14])=O)C, predict the reaction product. The product is: [CH:27]1([CH2:26][N:17]2[C:18]3[C:23](=[CH:22][CH:21]=[CH:20][C:19]=3[O:24][CH3:25])[C:15]([C:10]3[S:11][C:12]([CH2:13][CH3:14])=[C:8]([CH2:6][OH:5])[N:9]=3)=[CH:16]2)[CH2:32][CH2:31][CH2:30][CH2:29][CH2:28]1. (6) Given the reactants [Br:1]Br.[C:3]12[C:9](=[CH:10][CH:11]=[CH:12][CH:13]=1)[NH:8][C:7](=[O:14])[O:6][C:4]2=[O:5], predict the reaction product. The product is: [Br:1][C:12]1[CH:11]=[CH:10][C:9]2[NH:8][C:7](=[O:14])[O:6][C:4](=[O:5])[C:3]=2[CH:13]=1.